This data is from HIV replication inhibition screening data with 41,000+ compounds from the AIDS Antiviral Screen. The task is: Binary Classification. Given a drug SMILES string, predict its activity (active/inactive) in a high-throughput screening assay against a specified biological target. The drug is N=c1ccn(C2CC3OCC3O2)c(=O)[nH]1. The result is 0 (inactive).